From a dataset of Peptide-MHC class I binding affinity with 185,985 pairs from IEDB/IMGT. Regression. Given a peptide amino acid sequence and an MHC pseudo amino acid sequence, predict their binding affinity value. This is MHC class I binding data. (1) The peptide sequence is KMFHGGLRY. The MHC is HLA-A68:02 with pseudo-sequence HLA-A68:02. The binding affinity (normalized) is 0.0847. (2) The peptide sequence is VTSPLTVEW. The MHC is Patr-B0101 with pseudo-sequence Patr-B0101. The binding affinity (normalized) is 0. (3) The peptide sequence is KVGYFQHGA. The MHC is HLA-B57:01 with pseudo-sequence HLA-B57:01. The binding affinity (normalized) is 0.0847. (4) The peptide sequence is LTEFQPHQLW. The MHC is HLA-B53:01 with pseudo-sequence HLA-B53:01. The binding affinity (normalized) is 0.362. (5) The peptide sequence is RRQDILDLWIY. The MHC is HLA-B18:01 with pseudo-sequence HLA-B18:01. The binding affinity (normalized) is 0.454. (6) The peptide sequence is SQVRVPTVF. The MHC is HLA-A02:12 with pseudo-sequence HLA-A02:12. The binding affinity (normalized) is 0.0847.